Regression. Given a peptide amino acid sequence and an MHC pseudo amino acid sequence, predict their binding affinity value. This is MHC class I binding data. From a dataset of Peptide-MHC class I binding affinity with 185,985 pairs from IEDB/IMGT. (1) The peptide sequence is FAAPQFSLW. The MHC is HLA-B53:01 with pseudo-sequence HLA-B53:01. The binding affinity (normalized) is 0.837. (2) The peptide sequence is AMQIIRDII. The MHC is Mamu-A70103 with pseudo-sequence Mamu-A70103. The binding affinity (normalized) is 0.530. (3) The binding affinity (normalized) is 0. The peptide sequence is ALVEICTEM. The MHC is HLA-A11:01 with pseudo-sequence HLA-A11:01. (4) The peptide sequence is ETALAIIRR. The MHC is HLA-B35:01 with pseudo-sequence HLA-B35:01. The binding affinity (normalized) is 0.0847. (5) The binding affinity (normalized) is 0.00440. The MHC is Mamu-B8701 with pseudo-sequence Mamu-B8701. The peptide sequence is QDNQWSYKI.